This data is from Catalyst prediction with 721,799 reactions and 888 catalyst types from USPTO. The task is: Predict which catalyst facilitates the given reaction. (1) Reactant: CO.[CH3:3][C:4]1[N:14]=[C:13]2[N:8]([CH2:9][CH2:10][CH2:11][CH:12]2[OH:15])[C:6](=[O:7])[C:5]=1[CH2:16][CH2:17][N:18]1[CH2:23][CH2:22][CH:21]([C:24]2[C:25]3[CH:26]=[CH:27][C:28]([F:33])=[CH:29][C:30]=3[O:31][N:32]=2)[CH2:20][CH2:19]1.[ClH:34]. Product: [CH3:3][C:4]1[N:14]=[C:13]2[N:8]([CH2:9][CH2:10][CH2:11][CH:12]2[OH:15])[C:6](=[O:7])[C:5]=1[CH2:16][CH2:17][N:18]1[CH2:23][CH2:22][CH:21]([C:24]2[C:25]3[CH:26]=[CH:27][C:28]([F:33])=[CH:29][C:30]=3[O:31][N:32]=2)[CH2:20][CH2:19]1.[ClH:34]. The catalyst class is: 41. (2) Reactant: [NH2:1][C:2]1[S:3][CH:4]=[C:5]2[C:9](=[O:10])[N:8]([CH:11]3[CH2:16][CH2:15][C:14](=[O:17])[NH:13][C:12]3=[O:18])[C:7](=[O:19])[C:6]=12.[CH3:20]I.O. Product: [CH3:20][NH:1][C:2]1[S:3][CH:4]=[C:5]2[C:9](=[O:10])[N:8]([CH:11]3[CH2:16][CH2:15][C:14](=[O:17])[NH:13][C:12]3=[O:18])[C:7](=[O:19])[C:6]=12. The catalyst class is: 3. (3) Reactant: [C:1]([O:10][CH2:11][CH3:12])(=[O:9])/[CH:2]=[CH:3]/[C:4]([O:6][CH2:7][CH3:8])=[O:5].[C:13]([O:23][CH2:24][CH3:25])(=[O:22])[CH:14]=[CH:15][C:16]1[CH:21]=[CH:20][CH:19]=[CH:18][CH:17]=1.C(C1C=CC=CC=1C=C)=C.C(OOOC(C)(C)C)(=O)C(C)(C)C. The catalyst class is: 83. Product: [C:4]([O:6][CH2:7][CH3:8])(=[O:5])/[CH:3]=[CH:2]/[C:1]([O:10][CH2:11][CH3:12])=[O:9].[C:13]([O:23][CH2:24][CH3:25])(=[O:22])[CH:14]=[CH:15][C:16]1[CH:17]=[CH:18][CH:19]=[CH:20][CH:21]=1. (4) Reactant: [CH3:1][O:2][C:3]1[CH:8]=[C:7]([N+:9]([O-])=O)[CH:6]=[C:5]([S:12]([CH2:14][CH2:15][O:16][CH2:17][CH2:18][O:19][CH2:20][CH2:21][O:22][CH3:23])=[O:13])[CH:4]=1. Product: [CH3:1][O:2][C:3]1[CH:8]=[C:7]([CH:6]=[C:5]([S:12]([CH2:14][CH2:15][O:16][CH2:17][CH2:18][O:19][CH2:20][CH2:21][O:22][CH3:23])=[O:13])[CH:4]=1)[NH2:9]. The catalyst class is: 63.